This data is from Reaction yield outcomes from USPTO patents with 853,638 reactions. The task is: Predict the reaction yield, written as a fraction of the theoretical maximum amount of product (1.0 means a 100% yield; for example, 0.34 means a 34% yield). (1) The reactants are Cl[C:2]1[CH:7]=[CH:6][N:5]=[CH:4][C:3]=1[N+:8]([O-:10])=[O:9].[CH3:11][C:12]([O:15][C:16]([NH:18][C@@H:19]1[CH2:24][NH:23][CH2:22][CH2:21][CH2:20]1)=[O:17])([CH3:14])[CH3:13].C(N(C(C)C)CC)(C)C. No catalyst specified. The product is [N+:8]([C:3]1[CH:4]=[N:5][CH:6]=[CH:7][C:2]=1[N:23]1[CH2:22][CH2:21][CH2:20][C@H:19]([NH:18][C:16](=[O:17])[O:15][C:12]([CH3:13])([CH3:11])[CH3:14])[CH2:24]1)([O-:10])=[O:9]. The yield is 0.990. (2) The reactants are [NH:1]1[C:9]2[C:4](=[CH:5][C:6]([O:10][CH:11]3[CH2:16][CH2:15][CH:14]([C:17]([O:19]CC)=[O:18])[CH2:13][CH2:12]3)=[CH:7][CH:8]=2)[CH:3]=[N:2]1.[OH-].[Li+]. The catalyst is CO.O1CCCC1. The product is [NH:1]1[C:9]2[C:4](=[CH:5][C:6]([O:10][CH:11]3[CH2:12][CH2:13][CH:14]([C:17]([OH:19])=[O:18])[CH2:15][CH2:16]3)=[CH:7][CH:8]=2)[CH:3]=[N:2]1. The yield is 0.580. (3) No catalyst specified. The yield is 0.810. The reactants are F[C:2]1[CH:7]=[CH:6][C:5]([C:8]#[N:9])=[CH:4][C:3]=1[CH:10]=O.O.[NH2:13][NH2:14]. The product is [NH:13]1[C:2]2[C:3](=[CH:4][C:5]([C:8]#[N:9])=[CH:6][CH:7]=2)[CH:10]=[N:14]1. (4) The reactants are C[O:2][C:3]1[CH:4]=[CH:5][C:6]2[N:10]=[C:9]([C:11]([OH:13])=[O:12])[NH:8][C:7]=2[CH:14]=1. The catalyst is Br. The product is [OH:2][C:3]1[CH:4]=[CH:5][C:6]2[N:10]=[C:9]([C:11]([OH:13])=[O:12])[NH:8][C:7]=2[CH:14]=1. The yield is 0.762. (5) The reactants are Br[C:2]1[N:3]=[CH:4][C:5]([NH2:13])=[N:6][C:7]=1[C:8]1[O:9][CH:10]=[CH:11][CH:12]=1.[CH:14]([O:16]CCCC)=[CH2:15].C([O-])(=O)C.[K+].C1(P(C2C=CC=CC=2)CCCP(C2C=CC=CC=2)C2C=CC=CC=2)C=CC=CC=1.Cl.C(=O)([O-])[O-].[K+].[K+]. The catalyst is CN(C=O)C.O.ClCCl.C([O-])(=O)C.[Pd+2].C([O-])(=O)C. The product is [NH2:13][C:5]1[N:6]=[C:7]([C:8]2[O:9][CH:10]=[CH:11][CH:12]=2)[C:2]([C:14](=[O:16])[CH3:15])=[N:3][CH:4]=1. The yield is 0.600. (6) The reactants are [C:1]([NH:10][NH2:11])(=[O:9])[CH2:2][CH2:3][CH2:4][CH2:5][CH2:6][CH2:7][CH3:8].[CH3:12][CH:13]([CH2:17][C:18]([CH3:21])([CH3:20])[CH3:19])[CH2:14][CH:15]=O. The catalyst is C(O)C. The product is [CH3:12][CH:13]([CH2:17][C:18]([CH3:21])([CH3:20])[CH3:19])[CH2:14]/[CH:15]=[N:11]/[NH:10][C:1](=[O:9])[CH2:2][CH2:3][CH2:4][CH2:5][CH2:6][CH2:7][CH3:8]. The yield is 0.880.